Dataset: Forward reaction prediction with 1.9M reactions from USPTO patents (1976-2016). Task: Predict the product of the given reaction. (1) Given the reactants [O:1]1[CH2:6][CH2:5][CH:4]([CH2:7][N:8]2[C:15]3[CH:14]4[CH2:16][CH:13]4[CH2:12][C:11]=3[C:10]([C:17]([O:19]CC)=[O:18])=[N:9]2)[CH2:3][CH2:2]1.O.[OH-].[Li+], predict the reaction product. The product is: [O:1]1[CH2:6][CH2:5][CH:4]([CH2:7][N:8]2[C:15]3[C@@H:14]4[CH2:16][C@@H:13]4[CH2:12][C:11]=3[C:10]([C:17]([OH:19])=[O:18])=[N:9]2)[CH2:3][CH2:2]1. (2) Given the reactants C(OC(=O)COC1C=CC(Cl)=CC=1C#CC1C=CC=C(S(CCC)(=O)=O)C=1)(C)(C)C.[C:31]([O:35][C:36](=[O:48])[CH2:37][O:38][C:39]1[CH:44]=[CH:43][C:42]([Cl:45])=[CH:41][C:40]=1[C:46]#[CH:47])([CH3:34])([CH3:33])[CH3:32].Br[C:50]1[CH:51]=[C:52]([S:57]([N:60]2[CH2:65][CH2:64][CH2:63][CH2:62][CH2:61]2)(=[O:59])=[O:58])[CH:53]=[CH:54][C:55]=1[CH3:56], predict the reaction product. The product is: [C:31]([O:35][C:36](=[O:48])[CH2:37][O:38][C:39]1[CH:44]=[CH:43][C:42]([Cl:45])=[CH:41][C:40]=1[C:46]#[C:47][C:50]1[CH:51]=[C:52]([S:57]([N:60]2[CH2:65][CH2:64][CH2:63][CH2:62][CH2:61]2)(=[O:58])=[O:59])[CH:53]=[CH:54][C:55]=1[CH3:56])([CH3:34])([CH3:33])[CH3:32]. (3) The product is: [CH3:31][O:30][C:29](=[O:32])[O-:34].[C:2]12([N+:12]([CH3:15])([CH3:14])[CH3:13])[CH2:9][CH:8]3[CH2:7][CH:6]([CH2:5][CH:4]([CH2:10]3)[CH2:3]1)[CH2:11]2. Given the reactants [OH-].[C:2]12([N+:12]([CH3:15])([CH3:14])[CH3:13])[CH2:11][CH:6]3[CH2:7][CH:8]([CH2:10][CH:4]([CH2:5]3)[CH2:3]1)[CH2:9]2.C12(N(C)C)CC3CC(CC(C3)C1)C2.[C:29](=[O:34])([O:32]C)[O:30][CH3:31], predict the reaction product. (4) Given the reactants [Cl:1][C:2]1[CH:37]=[CH:36][C:5]([CH2:6][CH2:7][NH:8][C:9]([C:11]2[CH:12]=[C:13]3[C:17](=[CH:18][CH:19]=2)[N:16]([C:20]2[CH:25]=[CH:24][C:23]([CH2:26][C:27]([O:29]C(C)(C)C)=[O:28])=[CH:22][C:21]=2[C:34]#[N:35])[N:15]=[CH:14]3)=[O:10])=[CH:4][CH:3]=1.C(O)(C(F)(F)F)=O, predict the reaction product. The product is: [Cl:1][C:2]1[CH:3]=[CH:4][C:5]([CH2:6][CH2:7][NH:8][C:9]([C:11]2[CH:12]=[C:13]3[C:17](=[CH:18][CH:19]=2)[N:16]([C:20]2[CH:25]=[CH:24][C:23]([CH2:26][C:27]([OH:29])=[O:28])=[CH:22][C:21]=2[C:34]#[N:35])[N:15]=[CH:14]3)=[O:10])=[CH:36][CH:37]=1. (5) Given the reactants O[C@H:2]1[CH2:7][CH2:6][C@H:5]([N:8]2[CH2:12][CH2:11][CH2:10][C:9]2=[O:13])[CH2:4][CH2:3]1.CCN(S(F)(F)[F:20])CC.C([O-])(O)=O.[Na+], predict the reaction product. The product is: [F:20][C@@H:2]1[CH2:7][CH2:6][C@H:5]([N:8]2[CH2:12][CH2:11][CH2:10][C:9]2=[O:13])[CH2:4][CH2:3]1.